From a dataset of Cav3 T-type calcium channel HTS with 100,875 compounds. Binary Classification. Given a drug SMILES string, predict its activity (active/inactive) in a high-throughput screening assay against a specified biological target. (1) The drug is O=C1N(CC(C1C(OCC)=O)c1ccccc1)C(=O)c1ccc(OC)cc1. The result is 0 (inactive). (2) The molecule is S(=O)(=O)(N1CCN(CC1)C(=O)c1nn(c(n1)c1ccccc1)c1ccccc1)c1ccccc1. The result is 0 (inactive). (3) The compound is S(CC(=O)NCC1OCCC1)c1n(c(nn1)c1c(occ1)C)C. The result is 0 (inactive). (4) The molecule is O1CCN(C(=O)C2CCN(CC2)C(OC(C)(C)C)=O)CC1. The result is 0 (inactive).